This data is from Catalyst prediction with 721,799 reactions and 888 catalyst types from USPTO. The task is: Predict which catalyst facilitates the given reaction. Reactant: Br[C:2]1[C:3](=[O:41])[NH:4][C:5]2[C:10]([CH:11]=1)=[CH:9][C:8]1[C:12]([C:34]3[CH:39]=[CH:38][N:37]=[C:36]([CH3:40])[CH:35]=3)=[N:13][N:14]([C:15]([C:28]3[CH:33]=[CH:32][CH:31]=[CH:30][CH:29]=3)([C:22]3[CH:27]=[CH:26][CH:25]=[CH:24][CH:23]=3)[C:16]3[CH:21]=[CH:20][CH:19]=[CH:18][CH:17]=3)[C:7]=1[CH:6]=2.B(O)(O)[C:43]1[CH2:48][N:47]([CH2:49][C:50]2[CH:55]=[CH:54][CH:53]=[CH:52][CH:51]=2)[CH2:46][CH2:45][CH:44]=1.C([O-])([O-])=O.[K+].[K+]. Product: [CH2:49]([N:47]1[CH2:48][CH2:43][CH:44]=[C:45]([C:2]2[C:3](=[O:41])[NH:4][C:5]3[C:10]([CH:11]=2)=[CH:9][C:8]2[C:12]([C:34]4[CH:39]=[CH:38][N:37]=[C:36]([CH3:40])[CH:35]=4)=[N:13][N:14]([C:15]([C:22]4[CH:27]=[CH:26][CH:25]=[CH:24][CH:23]=4)([C:16]4[CH:17]=[CH:18][CH:19]=[CH:20][CH:21]=4)[C:28]4[CH:33]=[CH:32][CH:31]=[CH:30][CH:29]=4)[C:7]=2[CH:6]=3)[CH2:46]1)[C:50]1[CH:55]=[CH:54][CH:53]=[CH:52][CH:51]=1. The catalyst class is: 117.